Task: Binary Classification. Given a miRNA mature sequence and a target amino acid sequence, predict their likelihood of interaction.. Dataset: Experimentally validated miRNA-target interactions with 360,000+ pairs, plus equal number of negative samples (1) Result: 1 (interaction). The protein sequence of the target gene is MPGAAAAAAAAAAAMLPAQEAAKLYHTNYVRNSRAIGVLWAIFTICFAIVNVVCFIQPYWIGDGVDTPQAGYFGLFHYCIGNGFSRELTCRGSFTDFSTLPSGAFKAASFFIGLSMMLIIACIICFTLFFFCNTATVYKICAWMQLTSAACLVLGCMIFPDGWDSDEVKRMCGEKTDKYTLGACSVRWAYILAIIGILDALILSFLAFVLGNRQDSLMAEELKAENKVLLSQYSLE. The miRNA is hsa-miR-1288-3p with sequence UGGACUGCCCUGAUCUGGAGA. (2) Result: 0 (no interaction). The miRNA is mmu-miR-24-3p with sequence UGGCUCAGUUCAGCAGGAACAG. The protein sequence of the target gene is MFNSVNLGNFCSPSRKERGADFGERGSCASNLYLPSCTYYMPEFSTVSSFLPQAPSRQISYPYSAQVPPVREVSYGLEPSGKWHHRNSYSSCYAAADELMHRECLPPSTVTEILMKNEGSYGGHHHPSAPHATPAGFYSSVNKNSVLPQAFDRFFDNAYCGGGDPPAEPPCSGKGEAKGEPEAPPASGLASRAEAGAEAEAEEENTNPSSSGSAHSVAKEPAKGAAPNAPRTRKKRCPYSKFQIRELEREFFFNVYINKEKRLQLSRMLNLTDRQVKIWFQNRRMKEKKLSRDRLQYFSG....